From a dataset of Reaction yield outcomes from USPTO patents with 853,638 reactions. Predict the reaction yield, written as a fraction of the theoretical maximum amount of product (1.0 means a 100% yield; for example, 0.34 means a 34% yield). (1) The reactants are [CH3:1][C:2]1([CH3:16])[C:7]2[CH:8]=[C:9](B(O)O)[CH:10]=[CH:11][C:6]=2[NH:5][C:4](=[O:15])[O:3]1.Br[C:18]1[CH:19]=[C:20]([CH:23]=[CH:24][CH:25]=1)[C:21]#[N:22].C(=O)([O-])[O-].[Na+].[Na+]. The catalyst is COCCOC.O.C1C=CC([P]([Pd]([P](C2C=CC=CC=2)(C2C=CC=CC=2)C2C=CC=CC=2)([P](C2C=CC=CC=2)(C2C=CC=CC=2)C2C=CC=CC=2)[P](C2C=CC=CC=2)(C2C=CC=CC=2)C2C=CC=CC=2)(C2C=CC=CC=2)C2C=CC=CC=2)=CC=1. The product is [CH3:1][C:2]1([CH3:16])[O:3][C:4](=[O:15])[NH:5][C:6]2[CH:11]=[CH:10][C:9]([C:18]3[CH:19]=[C:20]([CH:23]=[CH:24][CH:25]=3)[C:21]#[N:22])=[CH:8][C:7]1=2. The yield is 0.250. (2) The reactants are [F:1][C:2]1[CH:3]=[CH:4][C:5]([N+:15]([O-])=O)=[C:6]([NH:8][C:9]2[N:10]([CH3:14])[N:11]=[CH:12][CH:13]=2)[CH:7]=1. The catalyst is [Pd].CCOC(C)=O. The product is [F:1][C:2]1[CH:7]=[C:6]([NH:8][C:9]2[N:10]([CH3:14])[N:11]=[CH:12][CH:13]=2)[C:5]([NH2:15])=[CH:4][CH:3]=1. The yield is 0.880. (3) The reactants are C[O:2][C:3]([C@H:5]1[CH2:9][C:8](=[O:10])[N:7]([C:11]2[CH:16]=[CH:15][C:14]([O:17][CH2:18][C:19]3[CH:24]=[CH:23][CH:22]=[C:21]([F:25])[CH:20]=3)=[CH:13][CH:12]=2)[CH2:6]1)=[O:4].Cl. The catalyst is O1CCOCC1. The product is [F:25][C:21]1[CH:20]=[C:19]([CH:24]=[CH:23][CH:22]=1)[CH2:18][O:17][C:14]1[CH:13]=[CH:12][C:11]([N:7]2[C:8](=[O:10])[CH2:9][C@H:5]([C:3]([OH:4])=[O:2])[CH2:6]2)=[CH:16][CH:15]=1. The yield is 0.820. (4) The reactants are [NH2:1][C:2]1[CH:17]=[CH:16][CH:15]=[C:14]([Cl:18])[C:3]=1[C:4]([NH:6][C:7]1[CH:12]=[CH:11][CH:10]=[CH:9][C:8]=1[Cl:13])=[O:5].[Cl:19][CH2:20][C:21](Cl)=O. The catalyst is C(O)(=O)C. The product is [Cl:18][C:14]1[CH:15]=[CH:16][CH:17]=[C:2]2[C:3]=1[C:4](=[O:5])[N:6]([C:7]1[CH:12]=[CH:11][CH:10]=[CH:9][C:8]=1[Cl:13])[C:21]([CH2:20][Cl:19])=[N:1]2. The yield is 0.650.